Dataset: NCI-60 drug combinations with 297,098 pairs across 59 cell lines. Task: Regression. Given two drug SMILES strings and cell line genomic features, predict the synergy score measuring deviation from expected non-interaction effect. Drug 1: C1=CC(=C2C(=C1NCCNCCO)C(=O)C3=C(C=CC(=C3C2=O)O)O)NCCNCCO. Drug 2: CN(C)C1=NC(=NC(=N1)N(C)C)N(C)C. Cell line: RXF 393. Synergy scores: CSS=23.7, Synergy_ZIP=1.12, Synergy_Bliss=-0.113, Synergy_Loewe=-24.2, Synergy_HSA=-2.71.